Predict which catalyst facilitates the given reaction. From a dataset of Catalyst prediction with 721,799 reactions and 888 catalyst types from USPTO. (1) Reactant: [F:1][C:2]1[CH:7]=[CH:6][C:5]([CH2:8][C:9]([C:11]2[CH:16]=[CH:15][CH:14]=[C:13]([C:17]([F:20])([F:19])[F:18])[CH:12]=2)=[O:10])=[CH:4][CH:3]=1.N1CCCC[CH2:22]1.C(O)(=O)C. Product: [F:1][C:2]1[CH:7]=[CH:6][C:5]([C:8](=[CH2:22])[C:9]([C:11]2[CH:16]=[CH:15][CH:14]=[C:13]([C:17]([F:18])([F:19])[F:20])[CH:12]=2)=[O:10])=[CH:4][CH:3]=1. The catalyst class is: 5. (2) Reactant: [NH2:1][CH2:2][CH2:3][C:4]1[C:12]2[C:7](=[CH:8][CH:9]=[CH:10][CH:11]=2)[NH:6][CH:5]=1.Cl.[C:14](Cl)(=[O:21])[C:15]1[CH:20]=[CH:19][CH:18]=[N:17][CH:16]=1. Product: [NH:6]1[C:7]2[C:12](=[CH:11][CH:10]=[CH:9][CH:8]=2)[C:4]([CH2:3][CH2:2][NH:1][C:14](=[O:21])[C:15]2[CH:20]=[CH:19][CH:18]=[N:17][CH:16]=2)=[CH:5]1. The catalyst class is: 1. (3) Reactant: [CH2:1]([OH:19])[CH2:2][CH2:3][CH2:4][CH2:5][CH2:6][CH2:7][CH2:8][CH2:9][CH2:10][CH2:11][CH2:12][CH2:13][CH2:14][CH2:15][CH2:16][CH2:17][CH3:18].[C:20]12[C:26](=[CH:27][CH:28]=[CH:29][CH:30]=1)[NH:25]C(=O)O[C:21]2=[O:22].N12CCN(CC1)CC2.CN(C)C=O. Product: [C:21]([O:19][CH2:1][CH2:2][CH2:3][CH2:4][CH2:5][CH2:6][CH2:7][CH2:8][CH2:9][CH2:10][CH2:11][CH2:12][CH2:13][CH2:14][CH2:15][CH2:16][CH2:17][CH3:18])(=[O:22])[C:20]1[C:26](=[CH:27][CH:28]=[CH:29][CH:30]=1)[NH2:25]. The catalyst class is: 5. (4) Reactant: [NH2:1][CH2:2][CH2:3][O:4][CH2:5][CH2:6][O:7][CH2:8][CH2:9][O:10][CH2:11][CH2:12][NH:13][S:14]([C:17]1[CH:22]=[CH:21][C:20]([CH:23]2[C:32]3[C:27](=[C:28]([Cl:34])[CH:29]=[C:30]([Cl:33])[CH:31]=3)[CH2:26][N:25]([CH3:35])[CH2:24]2)=[CH:19][CH:18]=1)(=[O:16])=[O:15].[O:36]([CH2:48][C:49]([O:51]N1C(=O)CCC1=O)=O)[CH2:37][C:38]([O:40]N1C(=O)CCC1=O)=O.[CH2:59]([N:61]([CH2:64][CH3:65])[CH2:62][CH3:63])C. Product: [O:36]([CH2:48][C:49]([NH:1][CH2:2][CH2:3][O:51][CH2:49][CH2:48][O:36][CH2:37][CH2:38][O:40][CH2:11][CH2:12][NH:13][S:14]([C:17]1[CH:22]=[CH:21][C:20]([CH:63]2[C:32]3[C:65](=[C:28]([Cl:34])[CH:29]=[C:30]([Cl:33])[CH:31]=3)[CH2:64][N:61]([CH3:59])[CH2:62]2)=[CH:19][CH:18]=1)(=[O:16])=[O:15])=[O:51])[CH2:37][C:38]([NH:1][CH2:2][CH2:3][O:4][CH2:5][CH2:6][O:7][CH2:8][CH2:9][O:10][CH2:11][CH2:12][NH:13][S:14]([C:17]1[CH:18]=[CH:19][C:20]([CH:23]2[C:32]3[C:27](=[C:28]([Cl:34])[CH:29]=[C:30]([Cl:33])[CH:31]=3)[CH2:26][N:25]([CH3:35])[CH2:24]2)=[CH:21][CH:22]=1)(=[O:16])=[O:15])=[O:40]. The catalyst class is: 3. (5) Reactant: [I:1][C:2]1[C:3]([CH3:33])=[C:4]([CH:30]=[CH:31][CH:32]=1)[CH2:5][NH:6][C:7]1[C:12]([N+:13]([O-])=O)=[CH:11][N:10]=[C:9]([NH:16][CH2:17][C@@H:18]2[CH2:22][CH2:21][N:20]([C:23]([O:25][C:26]([CH3:29])([CH3:28])[CH3:27])=[O:24])[CH2:19]2)[N:8]=1. Product: [I:1][C:2]1[C:3]([CH3:33])=[C:4]([CH:30]=[CH:31][CH:32]=1)[CH2:5][NH:6][C:7]1[C:12]([NH2:13])=[CH:11][N:10]=[C:9]([NH:16][CH2:17][C@@H:18]2[CH2:22][CH2:21][N:20]([C:23]([O:25][C:26]([CH3:27])([CH3:28])[CH3:29])=[O:24])[CH2:19]2)[N:8]=1. The catalyst class is: 465. (6) Product: [C:32]([CH2:34][C:35]([N:23]1[CH2:22][CH2:21][CH:20]([CH2:19][NH:18][C:16]2[N:15]3[CH:26]=[CH:27][N:28]=[C:14]3[C:13]([C:29]([NH2:31])=[O:30])=[C:12]([NH:11][C:5]3[CH:6]=[C:7]([O:9][CH3:10])[CH:8]=[C:3]([O:2][CH3:1])[CH:4]=3)[N:17]=2)[CH2:25][CH2:24]1)=[O:36])#[N:33]. Reactant: [CH3:1][O:2][C:3]1[CH:4]=[C:5]([NH:11][C:12]2[N:17]=[C:16]([NH:18][CH2:19][CH:20]3[CH2:25][CH2:24][NH:23][CH2:22][CH2:21]3)[N:15]3[CH:26]=[CH:27][N:28]=[C:14]3[C:13]=2[C:29]([NH2:31])=[O:30])[CH:6]=[C:7]([O:9][CH3:10])[CH:8]=1.[C:32]([CH2:34][C:35](O)=[O:36])#[N:33].CN(C(ON1N=NC2C=CC=NC1=2)=[N+](C)C)C.F[P-](F)(F)(F)(F)F.CCN(C(C)C)C(C)C. The catalyst class is: 91.